From a dataset of Catalyst prediction with 721,799 reactions and 888 catalyst types from USPTO. Predict which catalyst facilitates the given reaction. Reactant: [ClH:1].[CH:2]1([C@:5]2([C:30]#[N:31])[CH2:9][CH2:8][N:7]([C:10]3[CH:15]=[CH:14][N:13]=[C:12]([NH:16][C:17]4[CH:22]=[CH:21][C:20]([CH:23]5[CH2:28][CH2:27][NH:26][CH2:25][CH2:24]5)=[CH:19][N:18]=4)[CH:11]=3)[C:6]2=[O:29])[CH2:4][CH2:3]1.[C:32](OC(=O)C)(=[O:34])[CH3:33].C(=O)(O)[O-].[Na+].Cl. Product: [ClH:1].[C:32]([N:26]1[CH2:25][CH2:24][CH:23]([C:20]2[CH:21]=[CH:22][C:17]([NH:16][C:12]3[CH:11]=[C:10]([N:7]4[CH2:8][CH2:9][C@:5]([CH:2]5[CH2:3][CH2:4]5)([C:30]#[N:31])[C:6]4=[O:29])[CH:15]=[CH:14][N:13]=3)=[N:18][CH:19]=2)[CH2:28][CH2:27]1)(=[O:34])[CH3:33]. The catalyst class is: 571.